Dataset: Reaction yield outcomes from USPTO patents with 853,638 reactions. Task: Predict the reaction yield, written as a fraction of the theoretical maximum amount of product (1.0 means a 100% yield; for example, 0.34 means a 34% yield). (1) The reactants are [H-].[Na+].[C:3]1([OH:9])[CH:8]=[CH:7][CH:6]=[CH:5][CH:4]=1.[CH3:10][O:11][C:12]([C:14]1[CH:19]=[CH:18][N:17]=[C:16](S(C)(=O)=O)[N:15]=1)=[O:13]. The catalyst is C1COCC1. The product is [CH3:10][O:11][C:12]([C:14]1[CH:19]=[CH:18][N:17]=[C:16]([O:9][C:3]2[CH:8]=[CH:7][CH:6]=[CH:5][CH:4]=2)[N:15]=1)=[O:13]. The yield is 0.250. (2) The reactants are [CH3:1][O:2][C:3]1[CH:12]=[CH:11][CH:10]=[C:5]([C:6]([O:8]C)=[O:7])[C:4]=1[C:13]([O:15]C)=[O:14].[OH-].[K+].CO. The catalyst is O. The product is [CH3:1][O:2][C:3]1[CH:12]=[CH:11][CH:10]=[C:5]([C:6]([OH:8])=[O:7])[C:4]=1[C:13]([OH:15])=[O:14]. The yield is 0.840. (3) The reactants are C[O:2][C:3](=[O:22])[CH:4]([C:6]1[CH:15]=[CH:14][C:13]2[C:8](=[CH:9][CH:10]=[C:11]([O:16][CH2:17][C:18]([O:20]C)=[O:19])[CH:12]=2)[CH:7]=1)[CH3:5].Cl. The catalyst is [OH-].[Na+]. The product is [C:18]([CH2:17][O:16][C:11]1[CH:12]=[C:13]2[C:8](=[CH:9][CH:10]=1)[CH:7]=[C:6]([CH:4]([CH3:5])[C:3]([OH:22])=[O:2])[CH:15]=[CH:14]2)([OH:20])=[O:19]. The yield is 0.719. (4) The reactants are Cl[C:2]1[CH:7]=[C:6]([CH3:8])[C:5]([C:9](=[O:11])[CH3:10])=[C:4]([CH3:12])[CH:3]=1.[O-]P([O-])([O-])=O.[K+].[K+].[K+].[CH3:21][C:22]1[CH:23]=[C:24]([OH:29])[CH:25]=[C:26]([CH3:28])[CH:27]=1. The catalyst is C1(C)C=CC=CC=1.CC([O-])=O.CC([O-])=O.[Pd+2].C(P(C(C)(C)C)C1C=CC=CC=1C1C(C(C)C)=CC(C(C)C)=CC=1C(C)C)(C)(C)C. The product is [CH3:21][C:22]1[CH:23]=[C:24]([CH:25]=[C:26]([CH3:28])[CH:27]=1)[O:29][C:2]1[CH:7]=[C:6]([CH3:8])[C:5]([C:9](=[O:11])[CH3:10])=[C:4]([CH3:12])[CH:3]=1. The yield is 0.860. (5) The reactants are [Cl:1][C:2]1[CH:7]=[CH:6][C:5]([S:8]([N:11]([C:15]2[C:16]([C:22]([C:24]3[C:25]([CH3:31])=[N:26][CH:27]=[CH:28][C:29]=3[CH3:30])=[O:23])=[N:17][CH:18]=[C:19]([CH3:21])[CH:20]=2)COC)(=[O:10])=[O:9])=[CH:4][C:3]=1[C:32]([F:35])([F:34])[F:33].O. The catalyst is Cl.O1CCOCC1. The product is [Cl:1][C:2]1[CH:7]=[CH:6][C:5]([S:8]([NH:11][C:15]2[C:16]([C:22]([C:24]3[C:25]([CH3:31])=[N:26][CH:27]=[CH:28][C:29]=3[CH3:30])=[O:23])=[N:17][CH:18]=[C:19]([CH3:21])[CH:20]=2)(=[O:10])=[O:9])=[CH:4][C:3]=1[C:32]([F:33])([F:34])[F:35]. The yield is 0.330.